Dataset: Forward reaction prediction with 1.9M reactions from USPTO patents (1976-2016). Task: Predict the product of the given reaction. (1) Given the reactants [Si:1](Cl)([C:4]([CH3:7])([CH3:6])[CH3:5])([CH3:3])[CH3:2].[F:9][C:10]1([F:31])[C@H:14]([OH:15])[C@@H:13]([CH2:16][OH:17])[O:12][C@H:11]1[N:18]1[CH:23]=[CH:22][C:21]([NH:24][C:25]([O:27][CH2:28][CH3:29])=[O:26])=[N:20][C:19]1=[O:30], predict the reaction product. The product is: [Si:1]([O:17][CH2:16][C@H:13]1[O:12][C@@H:11]([N:18]2[CH:23]=[CH:22][C:21]([NH:24][C:25]([O:27][CH2:28][CH3:29])=[O:26])=[N:20][C:19]2=[O:30])[C:10]([F:31])([F:9])[C@@H:14]1[OH:15])([C:4]([CH3:7])([CH3:6])[CH3:5])([CH3:3])[CH3:2]. (2) Given the reactants [F:1][C:2]1[C:11]2[O:10][CH2:9][C@H:8]([CH3:12])[NH:7][C:6]=2[C:5]([NH2:13])=[CH:4][CH:3]=1.C(O[C:17](=N)[C@@H:18]([NH:20][C:21]([O:23][C:24]([CH3:27])([CH3:26])[CH3:25])=[O:22])[CH3:19])C, predict the reaction product. The product is: [C:24]([O:23][C:21](=[O:22])[NH:20][C@H:18]([C:17]1[N:7]2[C:6]3[C:11]([O:10][CH2:9][C@@H:8]2[CH3:12])=[C:2]([F:1])[CH:3]=[CH:4][C:5]=3[N:13]=1)[CH3:19])([CH3:27])([CH3:26])[CH3:25]. (3) Given the reactants [N:1]1([C:7]2[C:13]3[CH:14]=[CH:15][CH:16]=[CH:17][C:12]=3[S:11][C:10]3[CH:18]=[CH:19][CH:20]=[CH:21][C:9]=3[N:8]=2)[CH2:6][CH2:5][NH:4][CH2:3][CH2:2]1.C1(C)C=CC=CC=1.C(=O)([O-])[O-].[Na+].[Na+].Cl[CH2:36][CH2:37][O:38][CH2:39][CH2:40][OH:41], predict the reaction product. The product is: [CH:14]1[C:13]2[C:7]([N:1]3[CH2:2][CH2:3][N:4]([CH2:36][CH2:37][O:38][CH2:39][CH2:40][OH:41])[CH2:5][CH2:6]3)=[N:8][C:9]3[CH:21]=[CH:20][CH:19]=[CH:18][C:10]=3[S:11][C:12]=2[CH:17]=[CH:16][CH:15]=1. (4) The product is: [CH3:13][O:12][C:10]([C:7]1[CH:8]=[CH:9][N:4]2[C:3]([I:14])=[CH:2][N:1]=[C:5]2[CH:6]=1)=[O:11]. Given the reactants [N:1]1[CH:2]=[CH:3][N:4]2[CH:9]=[CH:8][C:7]([C:10]([O:12][CH3:13])=[O:11])=[CH:6][C:5]=12.[I:14]N1C(=O)CCC1=O.S([O-])([O-])(=O)=S.[Na+].[Na+].C(=O)([O-])[O-].[Na+].[Na+], predict the reaction product. (5) The product is: [F:13][C:14]1[CH:15]=[C:16]([CH:24]=[C:25]([F:27])[C:26]=1[CH:31]=[O:32])[C:17]([O:19][C:20]([CH3:23])([CH3:22])[CH3:21])=[O:18]. Given the reactants C(NC(C)C)(C)C.[Li]CCCC.[F:13][C:14]1[CH:15]=[C:16]([CH:24]=[C:25]([F:27])[CH:26]=1)[C:17]([O:19][C:20]([CH3:23])([CH3:22])[CH3:21])=[O:18].CN([CH:31]=[O:32])C, predict the reaction product. (6) Given the reactants [C:1]([NH:4][C:5]([CH2:16][CH2:17][C:18]1[CH:23]=[CH:22][C:21]([S:24][C:25]2[CH:30]=[CH:29][C:28]([C:31]3[N:32]=[C:33]([CH2:36][CH2:37][CH3:38])[O:34][CH:35]=3)=[CH:27][CH:26]=2)=[CH:20][CH:19]=1)([C:11](OCC)=[O:12])[C:6](OCC)=[O:7])(=[O:3])[CH3:2].OP([O-])([O-])=O.[K+].[K+].[BH4-].[Na+].[OH-].[Na+], predict the reaction product. The product is: [OH:7][CH2:6][C:5]([NH:4][C:1](=[O:3])[CH3:2])([CH2:11][OH:12])[CH2:16][CH2:17][C:18]1[CH:19]=[CH:20][C:21]([S:24][C:25]2[CH:30]=[CH:29][C:28]([C:31]3[N:32]=[C:33]([CH2:36][CH2:37][CH3:38])[O:34][CH:35]=3)=[CH:27][CH:26]=2)=[CH:22][CH:23]=1.